Task: Predict the reaction yield, written as a fraction of the theoretical maximum amount of product (1.0 means a 100% yield; for example, 0.34 means a 34% yield).. Dataset: Reaction yield outcomes from USPTO patents with 853,638 reactions (1) The reactants are C(OC([N:6]1[CH:10]=[C:9]([C:11]2[C:12]3[CH:19]=[CH:18][N:17]([CH2:20][O:21][CH2:22][CH2:23][Si:24]([CH3:27])([CH3:26])[CH3:25])[C:13]=3[N:14]=[CH:15][N:16]=2)[CH:8]=[N:7]1)C)C.O.Cl.[OH-].[Na+]. The catalyst is O1CCCC1. The product is [NH:6]1[CH:10]=[C:9]([C:11]2[C:12]3[CH:19]=[CH:18][N:17]([CH2:20][O:21][CH2:22][CH2:23][Si:24]([CH3:27])([CH3:26])[CH3:25])[C:13]=3[N:14]=[CH:15][N:16]=2)[CH:8]=[N:7]1. The yield is 0.821. (2) The reactants are C[O:2][C:3]([C:5]1[N:14]=[C:13]2[N:7]([CH2:8][CH2:9][O:10][C:11]3[CH:18]=[C:17]([Cl:19])[CH:16]=[CH:15][C:12]=32)[N:6]=1)=[O:4].CO.O.[Li+].[OH-]. The catalyst is C1COCC1. The product is [Cl:19][C:17]1[CH:16]=[CH:15][C:12]2[C:13]3[N:7]([N:6]=[C:5]([C:3]([OH:4])=[O:2])[N:14]=3)[CH2:8][CH2:9][O:10][C:11]=2[CH:18]=1. The yield is 0.890. (3) The catalyst is O. The reactants are O=[C:2]([CH3:5])[CH:3]=O.[F:6][C:7]1[CH:8]=[C:9]([NH2:14])[C:10]([NH2:13])=[CH:11][CH:12]=1. The yield is 0.800. The product is [F:6][C:7]1[CH:8]=[C:9]2[C:10](=[CH:11][CH:12]=1)[N:13]=[C:2]([CH3:5])[CH:3]=[N:14]2. (4) The reactants are [N:1]([CH2:4][CH2:5][C:6]1[N:7]([CH:27]([C:34]2[CH:39]=[CH:38][CH:37]=[CH:36][CH:35]=2)[C:28]2[CH:33]=[CH:32][CH:31]=[CH:30][CH:29]=2)[C:8]2[C:13]([C:14]=1[CH2:15][CH2:16][O:17][C:18]1[CH:25]=[CH:24][C:21]([CH:22]=O)=[CH:20][CH:19]=1)=[CH:12][C:11]([Cl:26])=[CH:10][CH:9]=2)=[N+:2]=[N-:3].[S:40]1[CH2:44][C:43](=[O:45])[NH:42][C:41]1=[O:46].N1CCCCC1. The catalyst is CCO. The product is [N:1]([CH2:4][CH2:5][C:6]1[N:7]([CH:27]([C:28]2[CH:29]=[CH:30][CH:31]=[CH:32][CH:33]=2)[C:34]2[CH:35]=[CH:36][CH:37]=[CH:38][CH:39]=2)[C:8]2[C:13]([C:14]=1[CH2:15][CH2:16][O:17][C:18]1[CH:25]=[CH:24][C:21]([CH:22]=[C:44]3[S:40][C:41](=[O:46])[NH:42][C:43]3=[O:45])=[CH:20][CH:19]=1)=[CH:12][C:11]([Cl:26])=[CH:10][CH:9]=2)=[N+:2]=[N-:3]. The yield is 0.870.